This data is from Catalyst prediction with 721,799 reactions and 888 catalyst types from USPTO. The task is: Predict which catalyst facilitates the given reaction. (1) Reactant: [CH3:1][N:2]1[C:7]2[C:8](C)=[CH:9][NH:10][C:6]=2[C:5](=[O:12])[N:4]([CH3:13])[C:3]1=[O:14].Br[CH2:16][C:17]([NH:19][C:20]1[S:21][CH:22]=[C:23]([C:25]2[CH:30]=[CH:29][C:28]([F:31])=[C:27]([C:32]([F:35])([F:34])[F:33])[CH:26]=2)[N:24]=1)=[O:18].[H-].[Na+]. Product: [CH3:1][N:2]1[C:7]2[CH:8]=[CH:9][N:10]([CH2:16][C:17]([NH:19][C:20]3[S:21][CH:22]=[C:23]([C:25]4[CH:30]=[CH:29][C:28]([F:31])=[C:27]([C:32]([F:35])([F:33])[F:34])[CH:26]=4)[N:24]=3)=[O:18])[C:6]=2[C:5](=[O:12])[N:4]([CH3:13])[C:3]1=[O:14]. The catalyst class is: 3. (2) Reactant: [CH2:1]([O:8][C:9]([NH:11][CH2:12][CH2:13][C:14]([OH:16])=[O:15])=[O:10])[C:2]1[CH:7]=[CH:6][CH:5]=[CH:4][CH:3]=1.[H-].[Na+].[CH2:19](Br)[C:20]1[CH:25]=[CH:24][CH:23]=[CH:22][CH:21]=1. Product: [CH2:19]([N:11]([C:9]([O:8][CH2:1][C:2]1[CH:3]=[CH:4][CH:5]=[CH:6][CH:7]=1)=[O:10])[CH2:12][CH2:13][C:14]([OH:16])=[O:15])[C:20]1[CH:25]=[CH:24][CH:23]=[CH:22][CH:21]=1. The catalyst class is: 118. (3) Reactant: [NH2:1][CH:2]([CH2:7][C:8]1[CH:13]=[CH:12][C:11]([O:14][CH3:15])=[C:10]([O:16][CH2:17][CH2:18][CH2:19][O:20][CH3:21])[CH:9]=1)[C:3]([CH3:6])([OH:5])[CH3:4].[CH:22](O)=[O:23]. Product: [OH:5][C:3]([CH3:4])([CH3:6])[CH:2]([NH:1][CH:22]=[O:23])[CH2:7][C:8]1[CH:13]=[CH:12][C:11]([O:14][CH3:15])=[C:10]([O:16][CH2:17][CH2:18][CH2:19][O:20][CH3:21])[CH:9]=1. The catalyst class is: 12. (4) Reactant: [Cl:1][C:2]1[C:3]2[NH:10][C:9]([Cl:11])=[C:8]([C:12]#[N:13])[C:4]=2[N:5]=[CH:6][N:7]=1.Br[CH2:15][C:16]#[C:17][CH3:18].C(=O)([O-])[O-].[K+].[K+]. Product: [CH2:15]([N:10]1[C:3]2[C:2]([Cl:1])=[N:7][CH:6]=[N:5][C:4]=2[C:8]([C:12]#[N:13])=[C:9]1[Cl:11])[C:16]#[C:17][CH3:18]. The catalyst class is: 3. (5) Reactant: [CH2:1]([P:3]([CH2:6][CH2:7][C:8]#[N:9])(=[O:5])[OH:4])[CH3:2].[CH2:10](O)[CH2:11][OH:12]. Product: [CH2:1]([P:3]([CH2:6][CH2:7][C:8]#[N:9])(=[O:4])[O:5][CH2:10][CH2:11][OH:12])[CH3:2]. The catalyst class is: 11.